From a dataset of Aqueous solubility values for 9,982 compounds from the AqSolDB database. Regression/Classification. Given a drug SMILES string, predict its absorption, distribution, metabolism, or excretion properties. Task type varies by dataset: regression for continuous measurements (e.g., permeability, clearance, half-life) or binary classification for categorical outcomes (e.g., BBB penetration, CYP inhibition). For this dataset (solubility_aqsoldb), we predict Y. (1) The molecule is NC(Cc1ccc(O)c(O)c1)C(=O)O. The Y is -1.60 log mol/L. (2) The molecule is O=C1/C(=N/Nc2cc(Cl)ccc2O)C(S(=O)(=O)[O-])=Cc2cc(S(=O)(=O)[O-])cc(O)c21.[Na+].[Na+]. The Y is -1.29 log mol/L. (3) The molecule is COC(=O)C1CC1S(=O)(=O)c1ccc([N+](=O)[O-])cc1. The Y is -3.38 log mol/L. (4) The Y is -1.78 log mol/L. The molecule is CC(=O)Oc1ccccc1C(=O)OCS(C)=O. (5) The drug is CC(=NNc1nc(C)cc(C)n1)c1ccccc1C. The Y is -3.20 log mol/L.